Dataset: Forward reaction prediction with 1.9M reactions from USPTO patents (1976-2016). Task: Predict the product of the given reaction. (1) Given the reactants Cl.[C:2]1([CH:12]([NH:14][CH2:15][CH2:16][C@H:17]([C:19]2[CH:24]=[CH:23][CH:22]=[C:21]([C:25]([F:28])([F:27])[F:26])[CH:20]=2)O)[CH3:13])[C:11]2[C:6](=[CH:7][CH:8]=[CH:9][CH:10]=2)[CH:5]=[CH:4][CH:3]=1.[OH-].[Na+].S(Cl)([Cl:33])=O, predict the reaction product. The product is: [ClH:33].[C:2]1([C@H:12]([NH:14][CH2:15]/[CH:16]=[CH:17]/[C:19]2[CH:24]=[CH:23][CH:22]=[C:21]([C:25]([F:26])([F:27])[F:28])[CH:20]=2)[CH3:13])[C:11]2[C:6](=[CH:7][CH:8]=[CH:9][CH:10]=2)[CH:5]=[CH:4][CH:3]=1. (2) Given the reactants [Br:1][C:2]1[CH:3]=[C:4]([N:8]2[CH:13]=[CH:12][C:11](=[O:14])[C:10]([C:15](=O)/[CH:16]=[CH:17]/[N:18](C)C)=[N:9]2)[CH:5]=[CH:6][CH:7]=1.[C:22]1([NH:32]N)[C:31]2[C:26](=[CH:27][CH:28]=[CH:29][CH:30]=2)[CH:25]=[CH:24][CH:23]=1, predict the reaction product. The product is: [Br:1][C:2]1[CH:3]=[C:4]([N:8]2[CH:13]=[CH:12][C:11](=[O:14])[C:10]([C:15]3[N:32]([C:22]4[C:31]5[C:26](=[CH:27][CH:28]=[CH:29][CH:30]=5)[CH:25]=[CH:24][CH:23]=4)[N:18]=[CH:17][CH:16]=3)=[N:9]2)[CH:5]=[CH:6][CH:7]=1. (3) Given the reactants O.[NH:2]1[CH2:7][CH2:6][C:5](=[O:8])[CH2:4][CH2:3]1.Cl.[C:10](=O)([O-])[O-:11].[Na+].[Na+].C[CH:17]([C:21](Cl)=[O:22])[C:18](Cl)=[O:19], predict the reaction product. The product is: [CH3:10][O:11][C:21](=[O:22])[CH2:17][C:18](=[O:19])[N:2]1[CH2:7][CH2:6][C:5](=[O:8])[CH2:4][CH2:3]1.